From a dataset of Catalyst prediction with 721,799 reactions and 888 catalyst types from USPTO. Predict which catalyst facilitates the given reaction. (1) Reactant: [NH:1]1[C:10]2[C:5](=[CH:6][CH:7]=[CH:8][CH:9]=2)[CH2:4][CH2:3][CH2:2]1.[N+:11]([O-])([O-:13])=[O:12].[K+].C([O-])(O)=O.[Na+]. Product: [N+:11]([C:8]1[CH:9]=[C:10]2[C:5]([CH2:4][CH2:3][CH2:2][NH:1]2)=[CH:6][CH:7]=1)([O-:13])=[O:12]. The catalyst class is: 82. (2) Reactant: [CH2:1]([NH:8][C@@H:9]1[CH2:13][O:12][CH2:11][C@H:10]1[OH:14])[C:2]1[CH:7]=[CH:6][CH:5]=[CH:4][CH:3]=1.C(N(CC)CC)C.[Cl:22][CH2:23][C:24](Cl)=[O:25]. Product: [CH2:1]([N:8]([C@H:9]1[C@H:10]([OH:14])[CH2:11][O:12][CH2:13]1)[C:24](=[O:25])[CH2:23][Cl:22])[C:2]1[CH:3]=[CH:4][CH:5]=[CH:6][CH:7]=1. The catalyst class is: 2.